Dataset: Reaction yield outcomes from USPTO patents with 853,638 reactions. Task: Predict the reaction yield, written as a fraction of the theoretical maximum amount of product (1.0 means a 100% yield; for example, 0.34 means a 34% yield). (1) The reactants are [CH3:1][C:2]1[N:7]=[C:6]([NH:8][CH3:9])[N:5]=[C:4]([NH:10][CH:11]2[CH2:16][CH2:15][CH2:14][CH:13]([C:17]([OH:19])=O)[CH2:12]2)[N:3]=1.[NH2:20][CH2:21][C:22]1[CH:29]=[CH:28][C:25]([C:26]#[N:27])=[CH:24][C:23]=1[C:30]([F:33])([F:32])[F:31].C(N(C(C)C)CC)(C)C.F[P-](F)(F)(F)(F)F.N1(O[P+](N(C)C)(N(C)C)N(C)C)C2C=CC=CC=2N=N1. The catalyst is CN(C)C=O. The product is [C:26]([C:25]1[CH:28]=[CH:29][C:22]([CH2:21][NH:20][C:17]([C@H:13]2[CH2:14][CH2:15][CH2:16][C@@H:11]([NH:10][C:4]3[N:3]=[C:2]([CH3:1])[N:7]=[C:6]([NH:8][CH3:9])[N:5]=3)[CH2:12]2)=[O:19])=[C:23]([C:30]([F:31])([F:33])[F:32])[CH:24]=1)#[N:27]. The yield is 0.560. (2) The reactants are O.[Sn](Cl)Cl.[CH2:5]([O:8][C:9]1[CH:14]=[C:13]([F:15])[CH:12]=[CH:11][C:10]=1[N+:16]([O-])=O)[CH:6]=[CH2:7].C(N(CC)CC)C. The catalyst is C(OCC)(=O)C. The product is [CH2:5]([O:8][C:9]1[CH:14]=[C:13]([F:15])[CH:12]=[CH:11][C:10]=1[NH2:16])[CH:6]=[CH2:7]. The yield is 0.500. (3) The reactants are [Cl:1][C:2]1[CH:7]=[CH:6][C:5]([O:8][C:9]2[CH:16]=[CH:15][C:12]([CH:13]=[O:14])=[CH:11][CH:10]=2)=[CH:4][C:3]=1[C:17]([F:20])([F:19])[F:18].[BH4-].[Na+]. The catalyst is CO. The product is [Cl:1][C:2]1[CH:7]=[CH:6][C:5]([O:8][C:9]2[CH:16]=[CH:15][C:12]([CH2:13][OH:14])=[CH:11][CH:10]=2)=[CH:4][C:3]=1[C:17]([F:18])([F:19])[F:20]. The yield is 0.790. (4) The reactants are [N+]([C:4]1[CH:9]=[CH:8][CH:7]=[C:6]([N+:10]([O-:12])=[O:11])[CH:5]=1)([O-])=O.[Cl:13][C:14]1[CH:19]=[CH:18][C:17]([OH:20])=[CH:16][C:15]=1[CH2:21][CH3:22].C(=O)([O-])[O-].[Cs+].[Cs+]. The catalyst is CS(C)=O. The product is [Cl:13][C:14]1[CH:19]=[CH:18][C:17]([O:20][C:4]2[CH:5]=[C:6]([N+:10]([O-:12])=[O:11])[CH:7]=[CH:8][CH:9]=2)=[CH:16][C:15]=1[CH2:21][CH3:22]. The yield is 0.780. (5) The reactants are [CH3:1][C:2]1[CH:7]=[C:6]([CH3:8])[N:5]2[N:9]=[C:10]([CH:12]=[CH:13][C:14]3[N:18]([CH2:19][C:20]([F:23])([F:22])[F:21])[N:17]=[C:16]([N:24]4[CH2:28][CH2:27][CH2:26][CH2:25]4)[N:15]=3)[N:11]=[C:4]2[N:3]=1. The catalyst is [Pd].CO. The product is [CH3:1][C:2]1[CH:7]=[C:6]([CH3:8])[N:5]2[N:9]=[C:10]([CH2:12][CH2:13][C:14]3[N:18]([CH2:19][C:20]([F:23])([F:21])[F:22])[N:17]=[C:16]([N:24]4[CH2:25][CH2:26][CH2:27][CH2:28]4)[N:15]=3)[N:11]=[C:4]2[N:3]=1. The yield is 0.995.